This data is from Full USPTO retrosynthesis dataset with 1.9M reactions from patents (1976-2016). The task is: Predict the reactants needed to synthesize the given product. (1) Given the product [CH2:1]([Sn:19]([CH2:20][CH2:21][CH2:22][CH3:23])([CH2:15][CH2:16][CH2:17][CH3:18])[C:9]1[S:10][C:11]([Sn:19]([CH2:24][CH2:25][CH2:26][CH3:27])([CH2:20][CH2:21][CH2:22][CH3:23])[CH2:15][CH2:16][CH2:17][CH3:18])=[C:12]2[O:13][CH2:14][CH2:6][O:7][C:8]=12)[CH2:2][CH2:3][CH3:4], predict the reactants needed to synthesize it. The reactants are: [CH2:1]([Li])[CH2:2][CH2:3][CH3:4].[CH2:6]1[CH2:14][O:13][C:12]2[C:8](=[CH:9][S:10][CH:11]=2)[O:7]1.[CH2:15]([Sn:19](Cl)([CH2:24][CH2:25][CH2:26][CH3:27])[CH2:20][CH2:21][CH2:22][CH3:23])[CH2:16][CH2:17][CH3:18].[F-].[Na+]. (2) Given the product [CH:52]1([C:58](=[O:75])[CH:59]([C:68]2[CH:73]=[CH:72][CH:71]=[CH:70][C:69]=2[F:74])[CH2:60][CH2:61][N:49]2[CH2:50][CH2:51][N:46]([C:45]3[C:40]4[O:39][CH2:38][CH2:37][O:36][C:41]=4[CH:42]=[CH:43][CH:44]=3)[CH2:47][CH2:48]2)[CH2:57][CH2:56][CH2:55][CH2:54][CH2:53]1, predict the reactants needed to synthesize it. The reactants are: C1(C(NC(C)C)C(C2C=CC=CC=2F)CCN2CCN(C3C=CC=CC=3OC)CC2)CCCCC1.[O:36]1[C:41]2[CH:42]=[CH:43][CH:44]=[C:45]([N:46]3[CH2:51][CH2:50][NH:49][CH2:48][CH2:47]3)[C:40]=2[O:39][CH2:38][CH2:37]1.[CH:52]1([C:58](=[O:75])[CH:59]([C:68]2[CH:73]=[CH:72][CH:71]=[CH:70][C:69]=2[F:74])[CH2:60][CH:61](OCC)OCC)[CH2:57][CH2:56][CH2:55][CH2:54][CH2:53]1. (3) Given the product [CH2:9]([O:11][C:12]1[C:21]2[C:16](=[CH:17][CH:18]=[CH:19][CH:20]=2)[C:15]([O:22][CH2:1][C:2]2[CH:7]=[CH:6][CH:5]=[CH:4][CH:3]=2)=[C:14]([C:23]([O:25][CH2:26][CH3:27])=[O:24])[C:13]=1[C:28]([O:30][CH2:31][CH3:32])=[O:29])[CH3:10], predict the reactants needed to synthesize it. The reactants are: [CH2:1](Br)[C:2]1[CH:7]=[CH:6][CH:5]=[CH:4][CH:3]=1.[CH2:9]([O:11][C:12]1[C:21]2[C:16](=[CH:17][CH:18]=[CH:19][CH:20]=2)[C:15]([OH:22])=[C:14]([C:23]([O:25][CH2:26][CH3:27])=[O:24])[C:13]=1[C:28]([O:30][CH2:31][CH3:32])=[O:29])[CH3:10].C(=O)([O-])[O-].[K+].[K+]. (4) The reactants are: Cl[C:2]1[C:7](C)=[CH:6][CH:5]=[CH:4][N:3]=1.[C:9]1(=[O:19])[NH:13][C:12](=[O:14])[C:11]2=[CH:15][CH:16]=[CH:17][CH:18]=[C:10]12.[C:20]([O-])([O-])=O.[Cs+].[Cs+].[Na+].[I-]. Given the product [O:14]=[C:12]1[C:11]2[C:10](=[CH:18][CH:17]=[CH:16][CH:15]=2)[C:9](=[O:19])[N:13]1[CH2:20][C:2]1[CH:7]=[CH:6][CH:5]=[CH:4][N:3]=1, predict the reactants needed to synthesize it. (5) The reactants are: Cl[C:2]1[N:7]=[C:6]([C:8]2[CH:13]=[CH:12][CH:11]=[CH:10][CH:9]=2)[N:5]=[C:4]([C:14]([NH:16][C:17]2[CH:22]=[CH:21][CH:20]=[CH:19][C:18]=2[C:23]2[O:24][C:25]([CH3:28])=[N:26][N:27]=2)=[O:15])[CH:3]=1.[CH3:29][N:30]([CH3:34])[CH2:31][CH2:32][NH2:33]. Given the product [CH3:29][N:30]([CH3:34])[CH2:31][CH2:32][NH:33][C:2]1[N:7]=[C:6]([C:8]2[CH:13]=[CH:12][CH:11]=[CH:10][CH:9]=2)[N:5]=[C:4]([C:14]([NH:16][C:17]2[CH:22]=[CH:21][CH:20]=[CH:19][C:18]=2[C:23]2[O:24][C:25]([CH3:28])=[N:26][N:27]=2)=[O:15])[CH:3]=1, predict the reactants needed to synthesize it. (6) Given the product [Cl:26][C:27]1[CH:28]=[CH:29][C:30]([C:35]2[CH2:40][CH2:39][N:38]([C:17](=[O:18])[CH2:16][C@H:14]3[C:13](=[O:20])[N:12]([CH2:21][C:22]([F:23])([F:25])[F:24])[CH2:11][C:5]4[C:6]5[CH:7]=[N:8][NH:9][C:10]=5[C:2]([Cl:1])=[CH:3][C:4]=4[CH2:15]3)[CH2:37][CH:36]=2)=[C:31]([CH:34]=1)[C:32]#[N:33], predict the reactants needed to synthesize it. The reactants are: [Cl:1][C:2]1[C:10]2[NH:9][N:8]=[CH:7][C:6]=2[C:5]2[CH2:11][N:12]([CH2:21][C:22]([F:25])([F:24])[F:23])[C:13](=[O:20])[C@H:14]([CH2:16][C:17](O)=[O:18])[CH2:15][C:4]=2[CH:3]=1.[Cl:26][C:27]1[CH:28]=[CH:29][C:30]([C:35]2[CH2:36][CH2:37][NH:38][CH2:39][CH:40]=2)=[C:31]([CH:34]=1)[C:32]#[N:33].CCN(C(C)C)C(C)C.C1CN([P+](ON2N=NC3C=CC=CC2=3)(N2CCCC2)N2CCCC2)CC1.F[P-](F)(F)(F)(F)F.